Dataset: Catalyst prediction with 721,799 reactions and 888 catalyst types from USPTO. Task: Predict which catalyst facilitates the given reaction. (1) Reactant: [NH2:1][C:2]1[C:10]2[C:5](=[CH:6][CH:7]=[C:8]([N:11]3[CH2:15][CH2:14][CH2:13][S:12]3(=[O:17])=[O:16])[CH:9]=2)[N:4](C(OCC2C=CC=CC=2)=O)[N:3]=1.CS[C:30]1[CH:35]=[CH:34][C:33]([CH2:36][C:37](Cl)=[O:38])=[CH:32][CH:31]=1.Cl[C:41]1C=CC=C(C(OO)=O)C=1.[S:51]([O-:55])([O-])(=[O:53])=S.[Na+].[Na+]. Product: [O:17]=[S:12]1(=[O:16])[CH2:13][CH2:14][CH2:15][N:11]1[C:8]1[CH:9]=[C:10]2[C:5](=[CH:6][CH:7]=1)[NH:4][N:3]=[C:2]2[NH:1][C:37](=[O:38])[CH2:36][C:33]1[CH:34]=[CH:35][C:30]([S:51]([CH3:41])(=[O:55])=[O:53])=[CH:31][CH:32]=1. The catalyst class is: 217. (2) Reactant: C([O-])([O-])=O.[K+].[K+].[Br:7][C:8]1[CH:13]=[CH:12][CH:11]=[C:10]([Br:14])[C:9]=1[OH:15].[CH2:16](Br)[C:17]1[CH:22]=[CH:21][CH:20]=[CH:19][CH:18]=1. Product: [CH2:16]([O:15][C:9]1[C:8]([Br:7])=[CH:13][CH:12]=[CH:11][C:10]=1[Br:14])[C:17]1[CH:22]=[CH:21][CH:20]=[CH:19][CH:18]=1. The catalyst class is: 23. (3) Reactant: [Cl:1][C:2]1[CH:3]=[C:4]([C:10]2[CH:14]=[CH:13][N:12]([CH2:15][C@@H:16]([NH:18][C:19]([C:21]3[CH:25]=[C:24]([C:26]([OH:29])([CH3:28])[CH3:27])[O:23][N:22]=3)=[O:20])[CH3:17])[N:11]=2)[CH:5]=[CH:6][C:7]=1[C:8]#[N:9].[C:30](OC(=O)C)(=[O:32])[CH3:31]. Product: [C:30]([O:29][C:26]([C:24]1[O:23][N:22]=[C:21]([C:19](=[O:20])[NH:18][C@@H:16]([CH3:17])[CH2:15][N:12]2[CH:13]=[CH:14][C:10]([C:4]3[CH:5]=[CH:6][C:7]([C:8]#[N:9])=[C:2]([Cl:1])[CH:3]=3)=[N:11]2)[CH:25]=1)([CH3:28])[CH3:27])(=[O:32])[CH3:31]. The catalyst class is: 377. (4) Product: [Cl:1][C:2]1[CH:7]=[C:6]([O:8][C:9]([F:10])([F:12])[F:11])[CH:5]=[CH:4][C:3]=1[C:13]1[C:14]2[N:25]=[C:27]([CH3:29])[C:26](=[O:30])[N:19]([C@H:20]([CH3:24])[CH2:21][O:22][CH3:23])[C:15]=2[N:16]=[CH:17][N:18]=1. Reactant: [Cl:1][C:2]1[CH:7]=[C:6]([O:8][C:9]([F:12])([F:11])[F:10])[CH:5]=[CH:4][C:3]=1[C:13]1[N:18]=[CH:17][N:16]=[C:15]([NH:19][C@H:20]([CH3:24])[CH2:21][O:22][CH3:23])[C:14]=1[NH2:25].[C:26](OCC)(=[O:30])[C:27]([CH3:29])=O. The catalyst class is: 8. (5) Reactant: [NH2:1][C:2]1[CH:23]=[CH:22][C:5]([C:6]([NH:8][CH:9]2[CH2:14][CH2:13][N:12]([CH2:15][C:16]3[CH:21]=[CH:20][CH:19]=[CH:18][CH:17]=3)[CH2:11][CH2:10]2)=[O:7])=[C:4]([O:24][CH3:25])[CH:3]=1.[CH3:26][O-].[Na+].C=O.[BH4-].[Na+]. Product: [CH2:15]([N:12]1[CH2:11][CH2:10][CH:9]([NH:8][C:6](=[O:7])[C:5]2[CH:22]=[CH:23][C:2]([NH:1][CH3:26])=[CH:3][C:4]=2[O:24][CH3:25])[CH2:14][CH2:13]1)[C:16]1[CH:17]=[CH:18][CH:19]=[CH:20][CH:21]=1. The catalyst class is: 5. (6) Reactant: [CH:1]([S:4][C:5]1[C:6](/[CH:11]=[N:12]/[CH2:13][CH2:14][CH2:15][C:16]([O:18][CH2:19][CH3:20])=[O:17])=[N:7][CH:8]=[CH:9][CH:10]=1)([CH3:3])[CH3:2].CCN(CC)CC. Product: [CH:1]([S:4][C:5]1[C:6]([CH:11]2[CH:15]([C:16]([O:18][CH2:19][CH3:20])=[O:17])[CH2:14][CH2:13][NH:12]2)=[N:7][CH:8]=[CH:9][CH:10]=1)([CH3:2])[CH3:3]. The catalyst class is: 388. (7) Reactant: [NH2:1][CH:2]([OH:23])[C@H:3]([CH3:22])[CH2:4][CH2:5][C:6]1[S:7][C:8]([C:11]#[C:12][CH2:13][CH2:14][CH2:15][CH:16]2[CH2:21][CH2:20][CH2:19][CH2:18][CH2:17]2)=[CH:9][CH:10]=1. Product: [NH2:1][CH:2]([OH:23])[C@H:3]([CH3:22])[CH2:4][CH2:5][C:6]1[S:7][C:8]([CH2:11][CH2:12][CH2:13][CH2:14][CH2:15][CH:16]2[CH2:17][CH2:18][CH2:19][CH2:20][CH2:21]2)=[CH:9][CH:10]=1. The catalyst class is: 29. (8) Reactant: [Sn](Cl)(Cl)(Cl)Cl.[CH2:6]([C:13]1[S:17][C:16]2[CH:18]=[CH:19][CH:20]=[CH:21][C:15]=2[CH:14]=1)[C:7]1[CH:12]=[CH:11][CH:10]=[CH:9][CH:8]=1.[CH3:22][O:23]C(Cl)Cl.Cl. Product: [CH2:6]([C:13]1[S:17][C:16]2[CH:18]=[CH:19][CH:20]=[CH:21][C:15]=2[C:14]=1[CH:22]=[O:23])[C:7]1[CH:8]=[CH:9][CH:10]=[CH:11][CH:12]=1. The catalyst class is: 4.